From a dataset of Forward reaction prediction with 1.9M reactions from USPTO patents (1976-2016). Predict the product of the given reaction. (1) The product is: [NH2:12][C:11]1[C:10]2[CH:13]=[C:14]([CH:17]=[O:18])[CH:15]=[CH:16][C:9]=2[S:3][C:2]=1[C:1]([O:5][CH2:6][CH3:7])=[O:4]. Given the reactants [C:1]([O:5][CH2:6][CH3:7])(=[O:4])[CH2:2][SH:3].F[C:9]1[CH:16]=[CH:15][C:14]([CH:17]=[O:18])=[CH:13][C:10]=1[C:11]#[N:12].C(N(CC)CC)C.O, predict the reaction product. (2) Given the reactants C[O:2][C:3](=O)[C:4]([O:7][C:8]1[C:13]([N+:14]([O-])=O)=[CH:12][CH:11]=[C:10]([Br:17])[N:9]=1)([CH3:6])[CH3:5].[Sn].Cl, predict the reaction product. The product is: [Br:17][C:10]1[CH:11]=[CH:12][C:13]2[NH:14][C:3](=[O:2])[C:4]([CH3:6])([CH3:5])[O:7][C:8]=2[N:9]=1. (3) Given the reactants Br[C:2]1[CH:19]=[C:18]([O:20][CH3:21])[C:17]([O:22][CH2:23][CH2:24][CH2:25][O:26][CH3:27])=[CH:16][C:3]=1[CH2:4][N:5]([CH:13]1[CH2:15][CH2:14]1)[C:6](=[O:12])[O:7][C:8]([CH3:11])([CH3:10])[CH3:9].[CH3:28]B1OB(C)OB(C)O1.C1(P(C2CCCCC2)C2C=CC=CC=2C2C(C(C)C)=CC(C(C)C)=CC=2C(C)C)CCCCC1.P([O-])([O-])([O-])=O.[K+].[K+].[K+], predict the reaction product. The product is: [CH:13]1([N:5]([CH2:4][C:3]2[CH:16]=[C:17]([O:22][CH2:23][CH2:24][CH2:25][O:26][CH3:27])[C:18]([O:20][CH3:21])=[CH:19][C:2]=2[CH3:28])[C:6](=[O:12])[O:7][C:8]([CH3:11])([CH3:10])[CH3:9])[CH2:15][CH2:14]1. (4) The product is: [S:1]1[CH:5]=[CH:4][CH:3]=[C:2]1[CH2:6][C:7]([OH:9])=[O:8]. Given the reactants [S:1]1[CH:5]=[CH:4][CH:3]=[C:2]1[CH2:6][C:7]([O:9]CC)=[O:8].[OH-].[Na+].Cl, predict the reaction product. (5) The product is: [C:30]([C:29]1[CH:33]=[C:25]([C:24]2[C:19]([C@@H:9]([NH:8][C:47]([CH:46]3[C:40]4([C:39]5[C:43](=[CH:44][CH:36]=[CH:37][CH:38]=5)[NH:42][C:41]4=[O:45])[CH2:2]3)=[O:49])[CH2:10][C:11]3[CH:16]=[C:15]([F:17])[CH:14]=[C:13]([F:18])[CH:12]=3)=[N:20][CH:21]=[CH:22][CH:23]=2)[CH:26]=[CH:27][CH:28]=1)(=[O:31])[NH2:32].[F:17][C:15]1[CH:16]=[C:11]([CH2:10][C@@H:9]([C:19]2[C:24]([C:25]3[CH:26]=[CH:27][C:28]([F:34])=[C:29]([CH:33]=3)[C:30]([NH2:32])=[O:31])=[CH:23][CH:22]=[CH:21][N:20]=2)[NH:8][C:47](=[O:48])[CH2:46][CH:40]2[C:39]3[C:43](=[CH:44][C:36]([CH3:35])=[CH:37][CH:38]=3)[NH:42][C:41]2=[O:45])[CH:12]=[C:13]([F:18])[CH:14]=1. Given the reactants F[C:2](F)(F)C(O)=O.[NH2:8][C@H:9]([C:19]1[C:24]([C:25]2[CH:26]=[CH:27][C:28]([F:34])=[C:29]([CH:33]=2)[C:30]([NH2:32])=[O:31])=[CH:23][CH:22]=[CH:21][N:20]=1)[CH2:10][C:11]1[CH:16]=[C:15]([F:17])[CH:14]=[C:13]([F:18])[CH:12]=1.[CH3:35][C:36]1[CH:44]=[C:43]2[C:39]([CH:40]([CH2:46][C:47]([OH:49])=[O:48])[C:41](=[O:45])[NH:42]2)=[CH:38][CH:37]=1, predict the reaction product. (6) Given the reactants [Cl:1][C:2]1[CH:10]=[C:9](F)[C:8]([N+:12]([O-:14])=[O:13])=[CH:7][C:3]=1[C:4]([OH:6])=[O:5].C(=O)([O-])[O-].[Cs+].[Cs+].[CH3:21][CH:22]([OH:24])[CH3:23], predict the reaction product. The product is: [Cl:1][C:2]1[CH:10]=[C:9]([O:24][CH:22]([CH3:23])[CH3:21])[C:8]([N+:12]([O-:14])=[O:13])=[CH:7][C:3]=1[C:4]([OH:6])=[O:5]. (7) Given the reactants [BH4-].[Li+].[CH2:3]([O:10][C:11]1[CH:12]=[CH:13][C:14]([C:22](=[O:25])[CH2:23][Cl:24])=[C:15]2[C:20]=1[NH:19][C:18](=[O:21])[CH:17]=[CH:16]2)[C:4]1[CH:9]=[CH:8][CH:7]=[CH:6][CH:5]=1.ClCCl.O, predict the reaction product. The product is: [CH2:3]([O:10][C:11]1[CH:12]=[CH:13][C:14]([CH:22]([OH:25])[CH2:23][Cl:24])=[C:15]2[C:20]=1[NH:19][C:18](=[O:21])[CH:17]=[CH:16]2)[C:4]1[CH:5]=[CH:6][CH:7]=[CH:8][CH:9]=1. (8) The product is: [Br:1][CH2:19][CH2:18][O:21][C:12](=[O:16])[C:13]([CH3:15])=[CH2:14]. Given the reactants [Br:1]C(O)C.C(N(CC)CC)C.[C:12](Cl)(=[O:16])[C:13]([CH3:15])=[CH2:14].[C:18]([O:21]CC)(=O)[CH3:19], predict the reaction product. (9) Given the reactants [C:1]1([CH2:7][C:8]#[N:9])[CH:6]=[CH:5][CH:4]=[CH:3][CH:2]=1.Cl.[NH2:11][OH:12].C(=O)([O-])[O-].[Na+].[Na+], predict the reaction product. The product is: [OH:12]/[N:11]=[C:8](\[NH2:9])/[CH2:7][C:1]1[CH:6]=[CH:5][CH:4]=[CH:3][CH:2]=1.